From a dataset of Full USPTO retrosynthesis dataset with 1.9M reactions from patents (1976-2016). Predict the reactants needed to synthesize the given product. (1) Given the product [N:19]([CH2:2][C:3]1[CH:4]=[C:5]([C:14]([O:16][CH2:17][CH3:18])=[O:15])[CH:6]=[C:7]([CH:13]=1)[C:8]([O:10][CH2:11][CH3:12])=[O:9])=[N+:20]=[N-:21], predict the reactants needed to synthesize it. The reactants are: O[CH2:2][C:3]1[CH:4]=[C:5]([C:14]([O:16][CH2:17][CH3:18])=[O:15])[CH:6]=[C:7]([CH:13]=1)[C:8]([O:10][CH2:11][CH3:12])=[O:9].[N-:19]=[N+:20]=[N-:21].N12CCCN=C1CCCCC2. (2) Given the product [Cl:30][C:6](=[CH2:7])[CH2:5][C:14]1[C:13]([O:12][C:11](=[O:15])[CH2:10][CH2:9][CH3:8])=[CH:21][CH:20]=[C:19]2[C:18]=1[O:23][C:24](=[O:28])[CH:25]=[C:26]2[CH3:27], predict the reactants needed to synthesize it. The reactants are: ClC(=C)CO[C:5]1[CH:14]=[C:13]2[C:8]([C:9](C)=[CH:10][C:11](=[O:15])[O:12]2)=[CH:7][CH:6]=1.[C:18]([O:23][C:24](=[O:28])[CH2:25][CH2:26][CH3:27])(=O)[CH2:19][CH2:20][CH3:21].C(Cl)(Cl)[Cl:30]. (3) Given the product [CH3:1][C:2]1[C:3]([N:10]2[CH2:15][CH2:14][CH2:13][CH2:12][CH:11]2[CH3:16])=[N:4][CH:5]=[C:6]([CH:9]=1)[C:7]([OH:19])=[O:17], predict the reactants needed to synthesize it. The reactants are: [CH3:1][C:2]1[C:3]([N:10]2[CH2:15][CH2:14][CH2:13][CH2:12][CH:11]2[CH3:16])=[N:4][CH:5]=[C:6]([CH:9]=1)[C:7]#N.[OH-:17].[K+].[OH2:19]. (4) Given the product [Cl:36][C:35]1[CH:34]=[CH:33][CH:32]=[C:31]([Cl:37])[C:30]=1[C:23]1[C:22]([CH2:21][O:20][C:17]2[N:16]=[CH:15][C:14]([O:13][C:9]3[CH:8]=[C:7]([CH:12]=[CH:11][CH:10]=3)[C:6]([OH:38])=[O:5])=[CH:19][CH:18]=2)=[C:26]([CH:27]([CH3:29])[CH3:28])[O:25][N:24]=1, predict the reactants needed to synthesize it. The reactants are: [OH-].[Na+].C([O:5][C:6](=[O:38])[C:7]1[CH:12]=[CH:11][CH:10]=[C:9]([O:13][C:14]2[CH:15]=[N:16][C:17]([O:20][CH2:21][C:22]3[C:23]([C:30]4[C:35]([Cl:36])=[CH:34][CH:33]=[CH:32][C:31]=4[Cl:37])=[N:24][O:25][C:26]=3[CH:27]([CH3:29])[CH3:28])=[CH:18][CH:19]=2)[CH:8]=1)C. (5) Given the product [NH2:76][C:8]1[CH:9]=[C:4]([NH2:1])[CH:5]=[CH:6][C:7]=1[CH:10]([CH2:41][C:42](=[O:68])/[CH:43]=[CH:44]/[C:45]1[CH:50]=[CH:49][C:48]([O:51][C:52](=[O:67])[C:53]2[CH:58]=[CH:57][C:56]([O:59][CH2:60][CH2:61][CH2:62][C:63]([F:66])([F:65])[F:64])=[CH:55][CH:54]=2)=[CH:47][CH:46]=1)[C:11]([C:14](=[O:40])/[CH:15]=[CH:16]/[C:17]1[CH:22]=[CH:21][C:20]([O:23][C:24](=[O:39])[C:25]2[CH:30]=[CH:29][C:28]([O:31][CH2:32][CH2:33][CH2:34][C:35]([F:38])([F:37])[F:36])=[CH:27][CH:26]=2)=[CH:19][CH:18]=1)([OH:13])[OH:12], predict the reactants needed to synthesize it. The reactants are: [N+:1]([C:4]1[CH:9]=[CH:8][C:7]([CH:10]([CH2:41][C:42](=[O:68])/[CH:43]=[CH:44]/[C:45]2[CH:50]=[CH:49][C:48]([O:51][C:52](=[O:67])[C:53]3[CH:58]=[CH:57][C:56]([O:59][CH2:60][CH2:61][CH2:62][C:63]([F:66])([F:65])[F:64])=[CH:55][CH:54]=3)=[CH:47][CH:46]=2)[C:11]([C:14](=[O:40])/[CH:15]=[CH:16]/[C:17]2[CH:22]=[CH:21][C:20]([O:23][C:24](=[O:39])[C:25]3[CH:30]=[CH:29][C:28]([O:31][CH2:32][CH2:33][CH2:34][C:35]([F:38])([F:37])[F:36])=[CH:27][CH:26]=3)=[CH:19][CH:18]=2)([OH:13])[OH:12])=[CH:6][CH:5]=1)([O-])=O.CCCCCC.C[N:76](C)C=O.